This data is from Forward reaction prediction with 1.9M reactions from USPTO patents (1976-2016). The task is: Predict the product of the given reaction. The product is: [F:35][C:34]([F:36])([F:37])[C:32]1[CH:33]=[C:28]([CH:4]([NH:5][CH2:6][C:7]2[CH:12]=[C:11]([C:13]([F:14])([F:15])[F:16])[CH:10]=[CH:9][C:8]=2[C:17]2[CH:22]=[C:21]([CH:23]([CH3:24])[CH3:25])[CH:20]=[CH:19][C:18]=2[O:26][CH3:27])[CH2:3][OH:2])[CH:29]=[C:30]([C:38]([F:39])([F:40])[F:41])[CH:31]=1. Given the reactants C[O:2][C:3](=O)[CH:4]([C:28]1[CH:33]=[C:32]([C:34]([F:37])([F:36])[F:35])[CH:31]=[C:30]([C:38]([F:41])([F:40])[F:39])[CH:29]=1)[NH:5][CH2:6][C:7]1[CH:12]=[C:11]([C:13]([F:16])([F:15])[F:14])[CH:10]=[CH:9][C:8]=1[C:17]1[CH:22]=[C:21]([CH:23]([CH3:25])[CH3:24])[CH:20]=[CH:19][C:18]=1[O:26][CH3:27], predict the reaction product.